The task is: Predict the product of the given reaction.. This data is from Forward reaction prediction with 1.9M reactions from USPTO patents (1976-2016). Given the reactants C([Si]([O:8][CH2:9][C:10]1[CH:15]=[CH:14][CH:13]=[C:12]([O:16][CH2:17][O:18][CH3:19])[CH:11]=1)(C)C)(C)(C)C.C([Li])CCC.[CH3:25][C:26]([CH3:30])([CH3:29])[CH:27]=[O:28].[F-].C([N+](CCCC)(CCCC)CCCC)CCC, predict the reaction product. The product is: [OH:8][CH2:9][C:10]1[CH:15]=[CH:14][CH:13]=[C:12]([O:16][CH2:17][O:18][CH3:19])[C:11]=1[CH:27]([OH:28])[C:26]([CH3:30])([CH3:29])[CH3:25].